This data is from Full USPTO retrosynthesis dataset with 1.9M reactions from patents (1976-2016). The task is: Predict the reactants needed to synthesize the given product. (1) Given the product [F:1][C:2]1[C:15]([NH:16][CH2:17][C:18]2[CH:23]=[C:22]([CH3:24])[CH:21]=[C:20]([C:25]3[CH:30]=[CH:29][CH:28]=[C:27]([F:31])[CH:26]=3)[CH:19]=2)=[C:14]([F:32])[CH:13]=[CH:12][C:3]=1[O:4][CH2:5][C:6]([OH:8])=[O:7], predict the reactants needed to synthesize it. The reactants are: [F:1][C:2]1[C:15]([NH:16][CH2:17][C:18]2[CH:23]=[C:22]([CH3:24])[CH:21]=[C:20]([C:25]3[CH:30]=[CH:29][CH:28]=[C:27]([F:31])[CH:26]=3)[CH:19]=2)=[C:14]([F:32])[CH:13]=[CH:12][C:3]=1[O:4][CH2:5][C:6]([O:8]C(C)C)=[O:7].[OH-].[Na+]. (2) The reactants are: [SH:1][C:2]1[S:3][C:4]2[CH2:13][C:12]3[CH:11]=[C:10]([O:14][CH2:15][C:16]([O:18]CC)=[O:17])[CH:9]=[CH:8][C:7]=3[C:5]=2[N:6]=1.[C:21]1([CH:27]([C:31]2[CH:36]=[CH:35][CH:34]=[CH:33][CH:32]=2)[CH2:28][CH2:29]I)[CH:26]=[CH:25][CH:24]=[CH:23][CH:22]=1. Given the product [C:21]1([CH:27]([C:31]2[CH:32]=[CH:33][CH:34]=[CH:35][CH:36]=2)[CH2:28][CH2:29][S:1][C:2]2[S:3][C:4]3[CH2:13][C:12]4[CH:11]=[C:10]([O:14][CH2:15][C:16]([OH:18])=[O:17])[CH:9]=[CH:8][C:7]=4[C:5]=3[N:6]=2)[CH:26]=[CH:25][CH:24]=[CH:23][CH:22]=1, predict the reactants needed to synthesize it. (3) Given the product [OH:8][C:4]1[CH:5]=[CH:21][CH:20]=[CH:19][C:18]=1[C:17]([NH:25][OH:28])=[O:24], predict the reactants needed to synthesize it. The reactants are: C(#N)C.[C:4](Cl)(=[O:8])[C:5](Cl)=O.C(N(CC)CC)C.[C:17]([NH2:25])(=[O:24])[CH2:18][CH2:19][CH2:20][C:21](N)=O.C([O-])(=[O:28])C.[Na+]. (4) Given the product [CH3:25][O:26][N:27]=[C:7]([C:4]1[CH:3]=[C:2]([CH3:1])[O:6][N:5]=1)[C:9]1[CH:14]=[CH:13][CH:12]=[CH:11][C:10]=1[CH2:15][O:16][CH:17]([O:19][CH2:20][CH3:21])[CH3:18], predict the reactants needed to synthesize it. The reactants are: [CH3:1][C:2]1[O:6][N:5]=[C:4]([C:7]([C:9]2[CH:14]=[CH:13][CH:12]=[CH:11][C:10]=2[CH2:15][O:16][CH:17]([O:19][CH2:20][CH3:21])[CH3:18])=O)[CH:3]=1.CO.Cl.[CH3:25][O:26][NH2:27].C[O-].[Na+].CO. (5) Given the product [CH2:6]([C:2]1[CH:3]=[C:4]([NH2:5])[N:14]([C:8]2[CH:13]=[CH:12][CH:11]=[CH:10][CH:9]=2)[N:15]=1)[CH3:7], predict the reactants needed to synthesize it. The reactants are: O=[C:2]([CH2:6][CH3:7])[CH2:3][C:4]#[N:5].[C:8]1([NH:14][NH2:15])[CH:13]=[CH:12][CH:11]=[CH:10][CH:9]=1. (6) Given the product [OH:6][CH:3]1[CH2:4][CH2:5][N:1]([C:27]2[CH:28]=[C:29]3[C:34](=[CH:35][CH:26]=2)[C:7](=[O:10])[CH2:31][CH2:30]3)[CH2:2]1, predict the reactants needed to synthesize it. The reactants are: [NH:1]1[CH2:5][CH2:4][CH:3]([OH:6])[CH2:2]1.[C:7]([O-:10])([O-])=O.[Cs+].[Cs+].C1C=CC(P([C:26]2[C:35]([C:28]3[C:27](P(C4C=CC=CC=4)C4C=CC=CC=4)=[CH:26][CH:35]=[C:34]4[C:29]=3[CH:30]=[CH:31]C=C4)=[C:34]3[C:29]([CH:30]=[CH:31]C=C3)=[CH:28][CH:27]=2)C2C=CC=CC=2)=CC=1. (7) Given the product [CH:19]1([CH2:18][N:11]2[C:12](=[O:13])[C:14]3[N:17]=[C:35]([C:32]4[CH:31]=[CH:30][C:29]([C:27]([OH:28])=[O:26])=[CH:34][N:33]=4)[NH:16][C:15]=3[N:8]([CH2:7][CH:1]3[CH2:2][CH2:3][CH2:4][CH2:5][CH2:6]3)[C:9]2=[O:10])[CH2:24][CH2:23][CH2:22][CH2:21][CH2:20]1, predict the reactants needed to synthesize it. The reactants are: [CH:1]1([CH2:7][N:8]2[C:15]([NH2:16])=[C:14]([NH2:17])[C:12](=[O:13])[N:11]([CH2:18][CH:19]3[CH2:24][CH2:23][CH2:22][CH2:21][CH2:20]3)[C:9]2=[O:10])[CH2:6][CH2:5][CH2:4][CH2:3][CH2:2]1.C[O:26][C:27]([C:29]1[CH:30]=[CH:31][C:32]([C:35](O)=O)=[N:33][CH:34]=1)=[O:28].C(N(C(C)C)CC)(C)C. (8) Given the product [CH2:1]([CH:8]1[CH2:13][CH2:12][CH:11]([C:14]2[CH:19]=[CH:18][CH:17]=[C:16]([F:20])[CH:15]=2)[CH2:10][CH2:9]1)[CH2:2][CH2:3][CH2:4][CH2:5][CH2:6][CH3:7], predict the reactants needed to synthesize it. The reactants are: [CH2:1]([C:8]1[CH2:13][CH2:12][CH:11]([C:14]2[CH:19]=[CH:18][CH:17]=[C:16]([F:20])[CH:15]=2)[CH2:10][CH:9]=1)[CH2:2][CH2:3][CH2:4][CH2:5][CH2:6][CH3:7].[H][H]. (9) The reactants are: C(Cl)(Cl)Cl.[CH3:5][O:6][C:7]1[CH:12]=[CH:11][C:10]([CH:13]2[C:17]([OH:18])=[C:16]([C:19]([CH3:21])=[O:20])[CH2:15][S:14]2)=[CH:9][CH:8]=1.S(Cl)(Cl)(=O)=O. Given the product [CH3:5][O:6][C:7]1[CH:8]=[CH:9][C:10]([C:13]2[S:14][CH:15]=[C:16]([C:19]([CH3:21])=[O:20])[C:17]=2[OH:18])=[CH:11][CH:12]=1, predict the reactants needed to synthesize it. (10) Given the product [CH2:18]([O:17][C:15](=[O:16])[CH:20]=[CH:1][CH:3]1[CH2:7][CH2:6][CH2:5][N:4]1[C:8]([O:10][C:11]([CH3:14])([CH3:13])[CH3:12])=[O:9])[CH3:19], predict the reactants needed to synthesize it. The reactants are: [CH:1]([CH:3]1[CH2:7][CH2:6][CH2:5][N:4]1[C:8]([O:10][C:11]([CH3:14])([CH3:13])[CH3:12])=[O:9])=O.[C:15]([CH:20]=P(C1C=CC=CC=1)(C1C=CC=CC=1)C1C=CC=CC=1)([O:17][CH2:18][CH3:19])=[O:16].